Dataset: Reaction yield outcomes from USPTO patents with 853,638 reactions. Task: Predict the reaction yield, written as a fraction of the theoretical maximum amount of product (1.0 means a 100% yield; for example, 0.34 means a 34% yield). (1) The reactants are C[O:2][C:3]([C@@H:5]1[CH2:9][C@@H:8]([OH:10])[CH2:7][N:6]1[C:11](=[O:28])[C@@H:12]([NH:20][C:21]([O:23][C:24]([CH3:27])([CH3:26])[CH3:25])=[O:22])[CH2:13][CH2:14][CH2:15][CH2:16][CH2:17][CH:18]=[CH2:19])=[O:4].CO.O.[OH-].[Li+]. The catalyst is C1COCC1. The product is [C:24]([O:23][C:21]([NH:20][C@@H:12]([CH2:13][CH2:14][CH2:15][CH2:16][CH2:17][CH:18]=[CH2:19])[C:11]([N:6]1[CH2:7][C@H:8]([OH:10])[CH2:9][C@H:5]1[C:3]([OH:4])=[O:2])=[O:28])=[O:22])([CH3:27])([CH3:26])[CH3:25]. The yield is 0.960. (2) The reactants are S(Cl)([Cl:3])=O.O[C:6]1[C:15]2[C:10](=[CH:11][C:12]([F:17])=[C:13]([I:16])[CH:14]=2)[N:9]=[CH:8][N:7]=1. The catalyst is CN(C)C=O. The product is [ClH:3].[Cl:3][C:6]1[C:15]2[C:10](=[CH:11][C:12]([F:17])=[C:13]([I:16])[CH:14]=2)[N:9]=[CH:8][N:7]=1. The yield is 0.670.